Dataset: Catalyst prediction with 721,799 reactions and 888 catalyst types from USPTO. Task: Predict which catalyst facilitates the given reaction. (1) Reactant: [F:1][C:2]1[CH:7]=[CH:6][C:5]([N+:8]([O-])=O)=[CH:4][C:3]=1[C:11]1[CH:16]=[N:15][CH:14]=[CH:13][N:12]=1.[Sn](Cl)Cl.[OH-].[NH4+]. Product: [F:1][C:2]1[CH:7]=[CH:6][C:5]([NH2:8])=[CH:4][C:3]=1[C:11]1[CH:16]=[N:15][CH:14]=[CH:13][N:12]=1. The catalyst class is: 8. (2) Reactant: [Br:1][C:2]1[CH:3]=[C:4]([CH2:8][CH2:9][OH:10])[CH:5]=[CH:6][CH:7]=1.N1C=CN=C1.[Si:16](Cl)([C:19]([CH3:22])([CH3:21])[CH3:20])([CH3:18])[CH3:17]. Product: [Br:1][C:2]1[CH:3]=[C:4]([CH:5]=[CH:6][CH:7]=1)[CH2:8][CH2:9][O:10][Si:16]([C:19]([CH3:22])([CH3:21])[CH3:20])([CH3:18])[CH3:17]. The catalyst class is: 2. (3) Reactant: [C:1]([C:5]1[CH:6]=[C:7]([NH:17][C:18]([NH:20][C:21]2[CH:22]=[N:23][C:24]([N:27]3[CH2:32][CH2:31][NH:30][CH2:29][CH2:28]3)=[CH:25][CH:26]=2)=[O:19])[N:8]([C:10]2[CH:15]=[CH:14][C:13]([CH3:16])=[CH:12][CH:11]=2)[N:9]=1)([CH3:4])([CH3:3])[CH3:2].[F:33][C:34]1[CH:42]=[CH:41][CH:40]=[C:39]([F:43])[C:35]=1[C:36](O)=[O:37].F[P-](F)(F)(F)(F)F.N1(OC(N(C)C)=[N+](C)C)C2N=CC=CC=2N=N1.C(Cl)Cl. Product: [C:1]([C:5]1[CH:6]=[C:7]([NH:17][C:18]([NH:20][C:21]2[CH:22]=[N:23][C:24]([N:27]3[CH2:28][CH2:29][N:30]([C:36](=[O:37])[C:35]4[C:34]([F:33])=[CH:42][CH:41]=[CH:40][C:39]=4[F:43])[CH2:31][CH2:32]3)=[CH:25][CH:26]=2)=[O:19])[N:8]([C:10]2[CH:15]=[CH:14][C:13]([CH3:16])=[CH:12][CH:11]=2)[N:9]=1)([CH3:4])([CH3:2])[CH3:3]. The catalyst class is: 47.